From a dataset of Forward reaction prediction with 1.9M reactions from USPTO patents (1976-2016). Predict the product of the given reaction. (1) The product is: [CH:26]1([NH:25][C:21]2[CH:20]=[C:19]([C:7]3[CH:6]=[C:5]([C:3]([NH2:32])=[O:2])[CH:10]=[C:9]([N:11]4[CH2:16][CH2:15][NH:14][C:13]([CH3:18])([CH3:17])[CH2:12]4)[N:8]=3)[CH:24]=[CH:23][N:22]=2)[CH2:27][CH2:28][CH2:29][CH2:30][CH2:31]1. Given the reactants C[O:2][C:3]([C:5]1[CH:10]=[C:9]([N:11]2[CH2:16][CH2:15][NH:14][C:13]([CH3:18])([CH3:17])[CH2:12]2)[N:8]=[C:7]([C:19]2[CH:24]=[CH:23][N:22]=[C:21]([NH:25][CH:26]3[CH2:31][CH2:30][CH2:29][CH2:28][CH2:27]3)[CH:20]=2)[CH:6]=1)=O.[NH3:32], predict the reaction product. (2) Given the reactants [F:1][C:2]1[CH:7]=[CH:6][C:5]([CH2:8][CH2:9][CH2:10][NH:11][C@H:12]2[CH2:17][CH2:16][C@H:15]([C:18]3[CH:27]=[CH:26][C:21]4[NH:22][C:23](=[O:25])[O:24][C:20]=4[CH:19]=3)[CH2:14][CH2:13]2)=[CH:4][CH:3]=1.[OH-].[Na+].Cl.F[C:56]1[CH:51]=CC(CCCN[C@H]2CC[C@H]([C:48]3[CH:57]=[CH:56][C:51]4NC(=O)OC=4C=3)CC2)=[CH:48][CH:57]=1.C1(C=O)CC1.[BH-](OC(C)=O)(OC(C)=O)OC(C)=O.[Na+], predict the reaction product. The product is: [CH:57]1([CH2:48][N:11]([CH2:10][CH2:9][CH2:8][C:5]2[CH:6]=[CH:7][C:2]([F:1])=[CH:3][CH:4]=2)[C@H:12]2[CH2:17][CH2:16][C@H:15]([C:18]3[CH:27]=[CH:26][C:21]4[NH:22][C:23](=[O:25])[O:24][C:20]=4[CH:19]=3)[CH2:14][CH2:13]2)[CH2:51][CH2:56]1. (3) Given the reactants C1(C2C(OCC3(C(F)(F)F)CCCCC3)=CC(F)=C(C=2)C(O)=O)CC1.[CH:26]1([CH2:32][O:33][C:34]2[C:42]([CH:43]3[CH2:45][CH2:44]3)=[CH:41][C:37]([C:38]([OH:40])=O)=[C:36]([F:46])[CH:35]=2)[CH2:31][CH2:30][CH2:29][CH2:28][CH2:27]1.CS(N)(=O)=O.[N:52]1([S:56]([NH2:59])(=[O:58])=[O:57])[CH2:55][CH2:54][CH2:53]1, predict the reaction product. The product is: [N:52]1([S:56]([NH:59][C:38](=[O:40])[C:37]2[CH:41]=[C:42]([CH:43]3[CH2:45][CH2:44]3)[C:34]([O:33][CH2:32][CH:26]3[CH2:27][CH2:28][CH2:29][CH2:30][CH2:31]3)=[CH:35][C:36]=2[F:46])(=[O:58])=[O:57])[CH2:55][CH2:54][CH2:53]1. (4) Given the reactants [N:1]1([CH2:10][C:11]2[CH:16]=[CH:15][C:14]([C:17]3[O:18][CH:19]=[C:20]([C:22](O)=[O:23])[N:21]=3)=[CH:13][CH:12]=2)[C:9]2[C:4](=[CH:5][CH:6]=[CH:7][CH:8]=2)[CH:3]=[CH:2]1.C(Cl)CCl.[CH:29]1[CH:30]=CC2N(O)N=[N:35][C:33]=2[CH:34]=1.N1CCCC1, predict the reaction product. The product is: [N:35]1([C:22]([C:20]2[N:21]=[C:17]([C:14]3[CH:15]=[CH:16][C:11]([CH2:10][N:1]4[C:9]5[C:8](=[CH:7][CH:6]=[CH:5][CH:4]=5)[CH:3]=[CH:2]4)=[CH:12][CH:13]=3)[O:18][CH:19]=2)=[O:23])[CH2:30][CH2:29][CH2:34][CH2:33]1. (5) The product is: [CH2:14]([O:21][C:22]1[CH:23]=[C:24]([C:39]2[N:10]=[C:9]([C:8]3[C:3]([C:2]([F:1])([F:12])[F:13])=[N:4][CH:5]=[CH:6][CH:7]=3)[S:11][CH:40]=2)[CH:25]=[C:26]([N+:36]([O-:38])=[O:37])[C:27]=1[O:28][CH2:29][C:30]1[CH:31]=[CH:32][CH:33]=[CH:34][CH:35]=1)[C:15]1[CH:16]=[CH:17][CH:18]=[CH:19][CH:20]=1. Given the reactants [F:1][C:2]([F:13])([F:12])[C:3]1[C:8]([C:9](=[S:11])[NH2:10])=[CH:7][CH:6]=[CH:5][N:4]=1.[CH2:14]([O:21][C:22]1[CH:23]=[C:24]([C:39](=O)[CH2:40]Br)[CH:25]=[C:26]([N+:36]([O-:38])=[O:37])[C:27]=1[O:28][CH2:29][C:30]1[CH:35]=[CH:34][CH:33]=[CH:32][CH:31]=1)[C:15]1[CH:20]=[CH:19][CH:18]=[CH:17][CH:16]=1, predict the reaction product. (6) Given the reactants C([O:3][C:4]([C:6]1[CH:7]=[N:8][C:9]([N:20]([CH2:33][C:34]2[CH:39]=[CH:38][C:37]([O:40][CH3:41])=[CH:36][CH:35]=2)[C:21]2[CH:22]=[N:23][C:24]([N:27]3[CH2:32][CH2:31][O:30][CH2:29][CH2:28]3)=[CH:25][CH:26]=2)=[CH:10][C:11]=1[NH:12][CH2:13][C:14]1[CH:19]=[CH:18][CH:17]=[CH:16][CH:15]=1)=[O:5])C.Cl, predict the reaction product. The product is: [CH2:13]([NH:12][C:11]1[CH:10]=[C:9]([N:20]([CH2:33][C:34]2[CH:35]=[CH:36][C:37]([O:40][CH3:41])=[CH:38][CH:39]=2)[C:21]2[CH:22]=[N:23][C:24]([N:27]3[CH2:32][CH2:31][O:30][CH2:29][CH2:28]3)=[CH:25][CH:26]=2)[N:8]=[CH:7][C:6]=1[C:4]([OH:5])=[O:3])[C:14]1[CH:19]=[CH:18][CH:17]=[CH:16][CH:15]=1. (7) Given the reactants [Cl:1]N1C(=O)CCC1=O.C(O)(=O)C.C(NC(=O)[O-])C.[CH3:19][O:20][C:21]1[CH:22]=[CH:23][C:24]2[CH:25]([CH3:33])[CH:26]3[CH2:30][NH:29][CH2:28][CH:27]3[C:31]=2[CH:32]=1, predict the reaction product. The product is: [CH3:19][O:20][C:21]1[C:22]([Cl:1])=[CH:23][C:24]2[CH:25]([CH3:33])[CH:26]3[CH2:30][NH:29][CH2:28][CH:27]3[C:31]=2[CH:32]=1. (8) Given the reactants [N-:1]=[N+:2]=[N-:3].[Na+].[CH2:5]([C@@H:12]1[CH2:16][O:15][C:14](=[O:17])[N:13]1[C:18](=[O:23])[CH2:19][CH2:20][CH2:21]Br)[C:6]1[CH:11]=[CH:10][CH:9]=[CH:8][CH:7]=1.[Cl-].[Na+].C(OCC)(=O)C, predict the reaction product. The product is: [N:1]([CH2:21][CH2:20][CH2:19][C:18]([N:13]1[C@H:12]([CH2:5][C:6]2[CH:11]=[CH:10][CH:9]=[CH:8][CH:7]=2)[CH2:16][O:15][C:14]1=[O:17])=[O:23])=[N+:2]=[N-:3]. (9) Given the reactants [CH2:1]([NH2:3])[CH3:2].[Cl:4][C:5]1[CH:10]=[CH:9][N:8]=[C:7]2[CH:11]=[C:12]([C:14]([O-])=[O:15])[S:13][C:6]=12.[Li+], predict the reaction product. The product is: [CH2:1]([NH:3][C:14]([C:12]1[S:13][C:6]2[C:7](=[N:8][CH:9]=[CH:10][C:5]=2[Cl:4])[CH:11]=1)=[O:15])[CH3:2]. (10) Given the reactants BrC1SC2C(Cl)=NC=NC=2C=1.C[C@@H](O)C#C.[Cl:17][C:18]1[CH:19]=[C:20]([NH:33][C:34]2[C:35]3[S:42][C:41]([C:43]#[C:44][C@@H:45]([N:47]4C(=O)C5C(=CC=CC=5)C4=O)[CH3:46])=[CH:40][C:36]=3[N:37]=[CH:38][N:39]=2)[CH:21]=[CH:22][C:23]=1[O:24][CH2:25][C:26]1[CH:31]=[CH:30][CH:29]=[C:28]([F:32])[CH:27]=1, predict the reaction product. The product is: [NH2:47][C@@H:45]([CH3:46])[C:44]#[C:43][C:41]1[S:42][C:35]2[C:34]([NH:33][C:20]3[CH:21]=[CH:22][C:23]([O:24][CH2:25][C:26]4[CH:31]=[CH:30][CH:29]=[C:28]([F:32])[CH:27]=4)=[C:18]([Cl:17])[CH:19]=3)=[N:39][CH:38]=[N:37][C:36]=2[CH:40]=1.